This data is from NCI-60 drug combinations with 297,098 pairs across 59 cell lines. The task is: Regression. Given two drug SMILES strings and cell line genomic features, predict the synergy score measuring deviation from expected non-interaction effect. Drug 1: C1=CC(=CC=C1CCCC(=O)O)N(CCCl)CCCl. Drug 2: CN1C2=C(C=C(C=C2)N(CCCl)CCCl)N=C1CCCC(=O)O.Cl. Cell line: ACHN. Synergy scores: CSS=44.1, Synergy_ZIP=-2.92, Synergy_Bliss=-1.98, Synergy_Loewe=-17.3, Synergy_HSA=-1.51.